Task: Predict which catalyst facilitates the given reaction.. Dataset: Catalyst prediction with 721,799 reactions and 888 catalyst types from USPTO (1) The catalyst class is: 12. Product: [ClH:1].[NH2:12][CH2:11][CH2:10][CH:9]([NH:8][C:6]([C:5]1[CH:26]=[CH:27][C:2]([Cl:1])=[C:3]([NH:28][C:29]([C:31]2[C:41](=[O:42])[NH:40][C:34]3[N:35]=[C:36]([CH3:39])[N:37]=[CH:38][C:33]=3[CH:32]=2)=[O:30])[CH:4]=1)=[O:7])[C:20]1[CH:21]=[CH:22][CH:23]=[CH:24][CH:25]=1. Reactant: [Cl:1][C:2]1[CH:27]=[CH:26][C:5]([C:6]([NH:8][CH:9]([C:20]2[CH:25]=[CH:24][CH:23]=[CH:22][CH:21]=2)[CH2:10][CH2:11][NH:12]C(=O)OC(C)(C)C)=[O:7])=[CH:4][C:3]=1[NH:28][C:29]([C:31]1[C:41](=[O:42])[NH:40][C:34]2[N:35]=[C:36]([CH3:39])[N:37]=[CH:38][C:33]=2[CH:32]=1)=[O:30].Cl. (2) Reactant: O1CCCCC1[N:7]1[C:15]2[C:10](=[CH:11][C:12]([C:16]3[N:20]=[CH:19][N:18](C(C4C=CC=CC=4)(C4C=CC=CC=4)C4C=CC=CC=4)[N:17]=3)=[CH:13][CH:14]=2)[C:9]([C:40]2[CH:41]=[C:42]([C:46]([NH:48][CH2:49][C:50]3[CH:51]=[N:52][CH:53]=[CH:54][CH:55]=3)=[O:47])[CH:43]=[CH:44][CH:45]=2)=[N:8]1.Cl.C(=O)(O)[O-].[Na+]. The catalyst class is: 12. Product: [NH:17]1[C:16]([C:12]2[CH:11]=[C:10]3[C:15](=[CH:14][CH:13]=2)[NH:7][N:8]=[C:9]3[C:40]2[CH:41]=[C:42]([C:46]([NH:48][CH2:49][C:50]3[CH:51]=[N:52][CH:53]=[CH:54][CH:55]=3)=[O:47])[CH:43]=[CH:44][CH:45]=2)=[N:20][CH:19]=[N:18]1. (3) Reactant: [Cl:1][C:2]1[CH:3]=[N:4][CH:5]=[C:6]([Cl:27])[C:7]=1[NH:8][C:9]1[N:13]([CH3:14])[C:12]2[C:15]3[CH2:16][C:17]([CH3:26])([CH3:25])[O:18][C:19]=3[C:20]([C:22]([OH:24])=O)=[CH:21][C:11]=2[N:10]=1.[CH:28]1([CH2:31][NH2:32])[CH2:30][CH2:29]1.CN(C(ON1N=NC2C=CC=CC1=2)=[N+](C)C)C.[B-](F)(F)(F)F.CN(C=O)C. Product: [CH:28]1([CH2:31][NH:32][C:22]([C:20]2[C:19]3[O:18][C:17]([CH3:26])([CH3:25])[CH2:16][C:15]=3[C:12]3[N:13]([CH3:14])[C:9]([NH:8][C:7]4[C:2]([Cl:1])=[CH:3][N:4]=[CH:5][C:6]=4[Cl:27])=[N:10][C:11]=3[CH:21]=2)=[O:24])[CH2:30][CH2:29]1. The catalyst class is: 1. (4) Reactant: [CH3:1][C:2]1[C:6]([CH2:7][C:8]2[CH:13]=[CH:12][CH:11]=[C:10]([C:14]([F:17])([F:16])[F:15])[C:9]=2[CH3:18])=[C:5]([NH2:19])[NH:4][N:3]=1.[C:20](OC)(=[O:26])[CH2:21][C:22](OC)=[O:23].C[O-].[Na+]. Product: [CH3:1][C:2]1[C:6]([CH2:7][C:8]2[CH:13]=[CH:12][CH:11]=[C:10]([C:14]([F:15])([F:17])[F:16])[C:9]=2[CH3:18])=[C:5]2[NH:19][C:20](=[O:26])[CH2:21][C:22](=[O:23])[N:4]2[N:3]=1. The catalyst class is: 5. (5) Reactant: [CH3:1][O:2][C:3]1[CH:8]=[CH:7][C:6]([CH2:9][O:10][C:11]2[CH:12]=[CH:13][C:14]3[N:19]=[CH:18][C:17](=[O:20])[NH:16][C:15]=3[N:21]=2)=[CH:5][CH:4]=1.[H-].[Na+].C1C=CC(N([S:31]([C:34]([F:37])([F:36])[F:35])(=[O:33])=[O:32])[S:31]([C:34]([F:37])([F:36])[F:35])(=[O:33])=[O:32])=CC=1.O. Product: [F:35][C:34]([F:37])([F:36])[S:31]([O:20][C:17]1[N:16]=[C:15]2[N:21]=[C:11]([O:10][CH2:9][C:6]3[CH:7]=[CH:8][C:3]([O:2][CH3:1])=[CH:4][CH:5]=3)[CH:12]=[CH:13][C:14]2=[N:19][CH:18]=1)(=[O:33])=[O:32]. The catalyst class is: 3. (6) The catalyst class is: 5. Product: [CH3:12][O:11][C:9]1[CH:10]=[C:4]([O:3][CH3:2])[CH:5]=[C:6]2[C:8]=1[C:13](=[O:17])[C:14](=[O:15])[NH:7]2. Reactant: Cl.[CH3:2][O:3][C:4]1[CH:5]=[C:6]([CH:8]=[C:9]([O:11][CH3:12])[CH:10]=1)[NH2:7].[C:13](Cl)(=[O:17])[C:14](Cl)=[O:15].